This data is from Peptide-MHC class I binding affinity with 185,985 pairs from IEDB/IMGT. The task is: Regression. Given a peptide amino acid sequence and an MHC pseudo amino acid sequence, predict their binding affinity value. This is MHC class I binding data. (1) The peptide sequence is YTGDFDSVI. The MHC is HLA-A24:02 with pseudo-sequence HLA-A24:02. The binding affinity (normalized) is 0.141. (2) The peptide sequence is FVIFACNFV. The MHC is HLA-A02:06 with pseudo-sequence HLA-A02:06. The binding affinity (normalized) is 0.840. (3) The peptide sequence is SGINESADM. The MHC is Mamu-A02 with pseudo-sequence Mamu-A02. The binding affinity (normalized) is 0.316. (4) The peptide sequence is ICSSVLKRY. The MHC is HLA-A01:01 with pseudo-sequence HLA-A01:01. The binding affinity (normalized) is 0.431. (5) The peptide sequence is SLLFREVWK. The MHC is HLA-B18:01 with pseudo-sequence HLA-B18:01. The binding affinity (normalized) is 0.0847.